From a dataset of Catalyst prediction with 721,799 reactions and 888 catalyst types from USPTO. Predict which catalyst facilitates the given reaction. Reactant: Br[C:2]1[N:7]=[N:6][C:5]([N:8]2[CH2:13][C@@H:12]3[CH2:14][C@H:9]2[CH2:10][N:11]3[C:15]([O:17][C:18]([CH3:21])([CH3:20])[CH3:19])=[O:16])=[CH:4][CH:3]=1.[S:22]1[CH:26]=[CH:25][C:24](B(O)O)=[CH:23]1.C(P(C(C)(C)C)C(C)(C)C)(C)(C)C.C(=O)([O-])[O-].[K+].[K+].C(O)CCO. Product: [NH3:6].[S:22]1[CH:26]=[CH:25][C:24]([C:2]2[N:7]=[N:6][C:5]([N:8]3[CH2:13][C@@H:12]4[CH2:14][C@H:9]3[CH2:10][N:11]4[C:15]([O:17][C:18]([CH3:21])([CH3:20])[CH3:19])=[O:16])=[CH:4][CH:3]=2)=[CH:23]1. The catalyst class is: 584.